This data is from Peptide-MHC class I binding affinity with 185,985 pairs from IEDB/IMGT. The task is: Regression. Given a peptide amino acid sequence and an MHC pseudo amino acid sequence, predict their binding affinity value. This is MHC class I binding data. (1) The peptide sequence is AERGPGQMLG. The MHC is HLA-A11:01 with pseudo-sequence HLA-A11:01. The binding affinity (normalized) is 0. (2) The MHC is HLA-B27:05 with pseudo-sequence HLA-B27:05. The peptide sequence is FARERRLAL. The binding affinity (normalized) is 0.213.